From a dataset of Reaction yield outcomes from USPTO patents with 853,638 reactions. Predict the reaction yield, written as a fraction of the theoretical maximum amount of product (1.0 means a 100% yield; for example, 0.34 means a 34% yield). (1) The reactants are [C:1]1([CH2:7][C:8]([C:10]2[CH:11]=[C:12]3[C:17](=[CH:18][CH:19]=2)[N:16]=[CH:15][CH:14]=[CH:13]3)=O)[CH:6]=[CH:5][CH:4]=[CH:3][CH:2]=1.[CH2:20]([O:22][C:23]1[CH:24]=[C:25]([CH:28]=[C:29]([N+:32]([O-:34])=[O:33])[C:30]=1[OH:31])[CH:26]=O)[CH3:21].[NH2:35][C:36]([NH2:38])=[O:37].Cl. The catalyst is C(O)C. The product is [CH2:20]([O:22][C:23]1[CH:24]=[C:25]([CH:26]2[C:7]([C:1]3[CH:6]=[CH:5][CH:4]=[CH:3][CH:2]=3)=[C:8]([C:10]3[CH:11]=[C:12]4[C:17](=[CH:18][CH:19]=3)[N:16]=[CH:15][CH:14]=[CH:13]4)[NH:38][C:36](=[O:37])[NH:35]2)[CH:28]=[C:29]([N+:32]([O-:34])=[O:33])[C:30]=1[OH:31])[CH3:21]. The yield is 0.118. (2) The reactants are [C:1](=[O:22])(OC1C=CC([N+]([O-])=O)=CC=1)[O:2][CH2:3][CH2:4][N:5]1[CH2:10][CH2:9][N:8]([CH3:11])[CH2:7][CH2:6]1.CCN(C(C)C)C(C)C.[CH2:32]([N:39]1[CH2:44][CH2:43][NH:42][CH2:41][CH2:40]1)[C:33]1[CH:38]=[CH:37][CH:36]=[CH:35][CH:34]=1. The catalyst is CN(C=O)C. The product is [CH2:32]([N:39]1[CH2:44][CH2:43][N:42]([C:1]([O:2][CH2:3][CH2:4][N:5]2[CH2:6][CH2:7][N:8]([CH3:11])[CH2:9][CH2:10]2)=[O:22])[CH2:41][CH2:40]1)[C:33]1[CH:34]=[CH:35][CH:36]=[CH:37][CH:38]=1. The yield is 0.600. (3) The reactants are [Br:1][C:2]1[CH:3]=[C:4]([OH:26])[CH:5]=[C:6]([Br:25])[C:7]=1[O:8][C:9]1[CH:14]=[CH:13][C:12]([O:15]C)=[C:11]([CH2:17][C:18]2[CH:23]=[CH:22][C:21]([F:24])=[CH:20][CH:19]=2)[CH:10]=1.ClCCl.B(Br)(Br)Br. The catalyst is C(OCC)(=O)C. The product is [Br:1][C:2]1[CH:3]=[C:4]([OH:26])[CH:5]=[C:6]([Br:25])[C:7]=1[O:8][C:9]1[CH:14]=[CH:13][C:12]([OH:15])=[C:11]([CH2:17][C:18]2[CH:19]=[CH:20][C:21]([F:24])=[CH:22][CH:23]=2)[CH:10]=1. The yield is 0.660. (4) The reactants are [CH2:1]([O:3][C:4]([C@H:6]1[CH2:11][CH2:10][C@H:9]([CH2:12][NH2:13])[CH2:8][CH2:7]1)=[O:5])[CH3:2].C(N(CC)CC)C.[C:21](OC(=O)C)(=[O:23])[CH3:22]. The catalyst is ClCCl. The product is [C:21]([NH:13][CH2:12][CH:9]1[CH2:10][CH2:11][CH:6]([C:4]([O:3][CH2:1][CH3:2])=[O:5])[CH2:7][CH2:8]1)(=[O:23])[CH3:22]. The yield is 1.00. (5) The reactants are [F:1][C:2]([F:26])([F:25])[C@H:3]([N:12]1[CH2:16][CH2:15][C@H:14]([NH:17][C:18](=[O:24])[O:19][C:20]([CH3:23])([CH3:22])[CH3:21])[CH2:13]1)[C:4]1[CH:5]=[N:6][C:7]([NH:10][NH2:11])=[CH:8][CH:9]=1.[Si:27]([O:34][CH2:35][C@H:36]([O:38][C:39]1[CH:40]=[CH:41][CH:42]=[C:43]2[C:48]=1[N:47]=[C:46]([CH:49]=O)[CH:45]=[CH:44]2)[CH3:37])([C:30]([CH3:33])([CH3:32])[CH3:31])([CH3:29])[CH3:28].C(O)C.C(O)(=O)C.C(O)(=O)C.I(C1C=CC=CC=1)=O.C(=O)(O)[O-].[Na+]. The catalyst is C(OCC)(=O)C. The product is [Si:27]([O:34][CH2:35][C@H:36]([O:38][C:39]1[CH:40]=[CH:41][CH:42]=[C:43]2[C:48]=1[N:47]=[C:46]([C:49]1[N:6]3[CH:5]=[C:4]([C@@H:3]([N:12]4[CH2:16][CH2:15][C@H:14]([NH:17][C:18](=[O:24])[O:19][C:20]([CH3:22])([CH3:23])[CH3:21])[CH2:13]4)[C:2]([F:25])([F:1])[F:26])[CH:9]=[CH:8][C:7]3=[N:10][N:11]=1)[CH:45]=[CH:44]2)[CH3:37])([C:30]([CH3:32])([CH3:33])[CH3:31])([CH3:29])[CH3:28]. The yield is 0.490. (6) The reactants are [CH3:1][C:2]1[N:3]=[CH:4][S:5][C:6]=1[C:7]1[O:8][C:9]2[C:10](=[C:12]([C:16]([OH:18])=O)[CH:13]=[CH:14][CH:15]=2)[N:11]=1.[ClH:19].C(N=C=NCCCN(C)C)C.ON1C2C=CC=CC=2N=N1.Cl.Cl.[NH2:43][C@H:44]1[CH:49]2[CH2:50][CH2:51][N:46]([CH2:47][CH2:48]2)[CH2:45]1.C(N(CC)CC)C. The catalyst is CN(C=O)C.C(OCC)(=O)C. The product is [ClH:19].[N:46]12[CH2:51][CH2:50][CH:49]([CH2:48][CH2:47]1)[C@H:44]([NH:43][C:16]([C:12]1[CH:13]=[CH:14][CH:15]=[C:9]3[O:8][C:7]([C:6]4[S:5][CH:4]=[N:3][C:2]=4[CH3:1])=[N:11][C:10]=13)=[O:18])[CH2:45]2. The yield is 0.450. (7) The reactants are [CH3:1][C:2]1[C:7]([N+:8]([O-:10])=[O:9])=[CH:6][CH:5]=[CH:4][C:3]=1[OH:11].C(=O)([O-])[O-].[K+].[K+].Br[C:19]([CH3:25])([CH3:24])[C:20]([O:22][CH3:23])=[O:21].O. The catalyst is CN(C=O)C. The product is [CH3:24][C:19]([O:11][C:3]1[CH:4]=[CH:5][CH:6]=[C:7]([N+:8]([O-:10])=[O:9])[C:2]=1[CH3:1])([CH3:25])[C:20]([O:22][CH3:23])=[O:21]. The yield is 0.750. (8) The reactants are [CH:1]1([S:4](Cl)(=[O:6])=[O:5])[CH2:3][CH2:2]1.[CH3:8][NH:9][C:10]1[CH:29]=[CH:28][C:13]2[N:14]([CH2:21][CH:22]3[CH2:27][CH2:26][O:25][CH2:24][CH2:23]3)[C:15]([C:17]([F:20])([F:19])[F:18])=[N:16][C:12]=2[CH:11]=1.CCN(C(C)C)C(C)C. The catalyst is CN(C1C=CN=CC=1)C.C(Cl)Cl. The product is [CH3:8][N:9]([C:10]1[CH:29]=[CH:28][C:13]2[N:14]([CH2:21][CH:22]3[CH2:27][CH2:26][O:25][CH2:24][CH2:23]3)[C:15]([C:17]([F:18])([F:19])[F:20])=[N:16][C:12]=2[CH:11]=1)[S:4]([CH:1]1[CH2:3][CH2:2]1)(=[O:6])=[O:5]. The yield is 0.970.